From a dataset of Full USPTO retrosynthesis dataset with 1.9M reactions from patents (1976-2016). Predict the reactants needed to synthesize the given product. (1) Given the product [Cl:8][C:6]1[CH:5]=[CH:4][N:3]=[C:2]([NH:13][CH2:12][CH:9]2[CH2:11][CH2:10]2)[N:7]=1, predict the reactants needed to synthesize it. The reactants are: Cl[C:2]1[N:7]=[C:6]([Cl:8])[CH:5]=[CH:4][N:3]=1.[CH:9]1([CH2:12][NH2:13])[CH2:11][CH2:10]1.C(N(C(C)C)CC)(C)C. (2) Given the product [C:1]([O:5][C:6]([N:8]1[C:13]2[CH:14]=[C:15]([CH:18]=[O:19])[CH:16]=[CH:17][C:12]=2[O:11][CH2:10][CH2:9]1)=[O:7])([CH3:4])([CH3:2])[CH3:3], predict the reactants needed to synthesize it. The reactants are: [C:1]([O:5][C:6]([N:8]1[C:13]2[CH:14]=[C:15]([CH2:18][OH:19])[CH:16]=[CH:17][C:12]=2[O:11][CH2:10][CH2:9]1)=[O:7])([CH3:4])([CH3:3])[CH3:2].CC(OI1(OC(C)=O)(OC(C)=O)OC(=O)C2C=CC=CC1=2)=O. (3) The reactants are: [Cl:1][C:2]1[CH:3]=[C:4]([CH:7]=[CH:8][CH:9]=1)[CH:5]=[CH2:6].C(N(CCCC)CCCC)CCC.F[B-](F)(F)F.C(P(C(C)(C)C)C(C)(C)C)(C)(C)C.[C:41]([NH:49][C:50]1[CH:62]=[C:61](Br)[CH:60]=[CH:59][C:51]=1[C:52]([O:54][C:55]([CH3:58])([CH3:57])[CH3:56])=[O:53])(=[O:48])[C:42]1[CH:47]=[CH:46][CH:45]=[CH:44][CH:43]=1.C(O)(=O)CC(CC(O)=O)(C(O)=O)O. Given the product [C:41]([NH:49][C:50]1[CH:62]=[C:61](/[CH:6]=[CH:5]/[C:4]2[CH:7]=[CH:8][CH:9]=[C:2]([Cl:1])[CH:3]=2)[CH:60]=[CH:59][C:51]=1[C:52]([O:54][C:55]([CH3:57])([CH3:58])[CH3:56])=[O:53])(=[O:48])[C:42]1[CH:43]=[CH:44][CH:45]=[CH:46][CH:47]=1, predict the reactants needed to synthesize it. (4) The reactants are: [CH2:1]([N:8]([CH2:20][CH2:21][CH3:22])[C:9]1[C:14]2[N:15]([CH3:19])[C:16](Cl)=[N:17][C:13]=2[CH:12]=[CH:11][CH:10]=1)[C:2]1[CH:7]=[CH:6][CH:5]=[CH:4][CH:3]=1.[C:23]1([CH3:32])[CH:28]=[C:27]([CH3:29])[CH:26]=[C:25]([CH3:30])[C:24]=1[NH2:31]. Given the product [CH2:1]([N:8]([CH2:20][CH2:21][CH3:22])[C:9]1[C:14]2[N:15]([CH3:19])[C:16]([NH:31][C:24]3[C:25]([CH3:30])=[CH:26][C:27]([CH3:29])=[CH:28][C:23]=3[CH3:32])=[N:17][C:13]=2[CH:12]=[CH:11][CH:10]=1)[C:2]1[CH:7]=[CH:6][CH:5]=[CH:4][CH:3]=1, predict the reactants needed to synthesize it. (5) Given the product [CH3:13][O:14][C:15](=[O:33])[CH:16]([CH2:17][C:18]1([C:23]2[CH:28]=[CH:27][CH:26]=[C:25]([C:29]([F:31])([F:32])[F:30])[CH:24]=2)[O:22][CH2:21][CH2:20][O:19]1)[CH2:3][CH:1]=[CH2:2], predict the reactants needed to synthesize it. The reactants are: [CH:1](NC(C)C)([CH3:3])[CH3:2].[Li]CCCC.[CH3:13][O:14][C:15](=[O:33])[CH2:16][CH2:17][C:18]1([C:23]2[CH:28]=[CH:27][CH:26]=[C:25]([C:29]([F:32])([F:31])[F:30])[CH:24]=2)[O:22][CH2:21][CH2:20][O:19]1.C(Br)C=C.CN(P(N(C)C)(N(C)C)=O)C. (6) Given the product [Br:26][CH2:22][C:12]1[CH:13]=[C:14]2[C:9](=[CH:10][C:11]=1[Cl:23])[O:8][C:7](=[O:24])[C:6]([CH2:5][C:4]([OH:3])=[O:25])=[C:15]2[C:16]1[CH:21]=[CH:20][CH:19]=[CH:18][CH:17]=1, predict the reactants needed to synthesize it. The reactants are: C([O:3][C:4](=[O:25])[CH2:5][C:6]1[C:7](=[O:24])[O:8][C:9]2[C:14]([C:15]=1[C:16]1[CH:21]=[CH:20][CH:19]=[CH:18][CH:17]=1)=[CH:13][C:12]([CH3:22])=[C:11]([Cl:23])[CH:10]=2)C.[Br:26]N1C(=O)CCC1=O.Cl.